This data is from Reaction yield outcomes from USPTO patents with 853,638 reactions. The task is: Predict the reaction yield, written as a fraction of the theoretical maximum amount of product (1.0 means a 100% yield; for example, 0.34 means a 34% yield). (1) The yield is 0.900. The product is [CH:11]1[CH:10]=[CH:9][C:7](=[O:8])/[C:6](=[CH:5]\[NH:3][CH2:2][CH2:1][NH:4]/[CH:5]=[C:6]2\[C:7]([CH:9]=[CH:10][CH:11]=[CH:12]\2)=[O:8])/[CH:12]=1. The catalyst is C(O)C. The reactants are [CH2:1]([NH2:4])[CH2:2][NH2:3].[CH:5](=O)[C:6]1[C:7](=[CH:9][CH:10]=[CH:11][CH:12]=1)[OH:8]. (2) The reactants are [C:1]1([NH:7][C:8]2[C:13]([NH2:14])=[CH:12][CH:11]=[CH:10][N:9]=2)[CH:6]=[CH:5][CH:4]=[CH:3][CH:2]=1.[CH3:15][C:16]([CH3:18])=O.C(O)(=O)C.C(O[BH-](OC(=O)C)OC(=O)C)(=O)C.[Na+]. The catalyst is ClCCl. The product is [CH:16]([NH:14][C:13]1[C:8]([NH:7][C:1]2[CH:6]=[CH:5][CH:4]=[CH:3][CH:2]=2)=[N:9][CH:10]=[CH:11][CH:12]=1)([CH3:18])[CH3:15]. The yield is 0.940. (3) The reactants are [F:1][C:2]([F:18])([F:17])[C:3]([C:5]1[C:13]2[C:8](=[CH:9][C:10]([N+:14]([O-:16])=[O:15])=[CH:11][CH:12]=2)[NH:7][CH:6]=1)=[O:4].C(=O)([O-])[O-].[K+].[K+].I[CH:26]([CH3:28])[CH3:27]. The catalyst is CN(C)C=O. The product is [F:18][C:2]([F:1])([F:17])[C:3]([C:5]1[C:13]2[C:8](=[CH:9][C:10]([N+:14]([O-:16])=[O:15])=[CH:11][CH:12]=2)[N:7]([CH:26]([CH3:28])[CH3:27])[CH:6]=1)=[O:4]. The yield is 0.980. (4) The reactants are [Cl:1][C:2]1[CH:3]=[C:4]2[C:9](=[CH:10][C:11]=1[O:12][C:13]1[CH:18]=[CH:17][C:16]([C:19](=[O:30])[NH:20][CH2:21][CH2:22][C:23]3[CH:28]=[CH:27][C:26]([Cl:29])=[CH:25][CH:24]=3)=[CH:15][CH:14]=1)[O:8][CH2:7][CH2:6][CH:5]2[C:31]([O:33]CC)=[O:32].[OH-].[Na+].Cl.CCOC(C)=O. The catalyst is CCO.C1COCC1. The product is [Cl:1][C:2]1[CH:3]=[C:4]2[C:9](=[CH:10][C:11]=1[O:12][C:13]1[CH:14]=[CH:15][C:16]([C:19](=[O:30])[NH:20][CH2:21][CH2:22][C:23]3[CH:24]=[CH:25][C:26]([Cl:29])=[CH:27][CH:28]=3)=[CH:17][CH:18]=1)[O:8][CH2:7][CH2:6][CH:5]2[C:31]([OH:33])=[O:32]. The yield is 0.950.